Predict the reactants needed to synthesize the given product. From a dataset of Full USPTO retrosynthesis dataset with 1.9M reactions from patents (1976-2016). (1) Given the product [CH2:42]([O:41][C@H:13]1[C@H:14]([O:40][CH2:27][C:28]2[CH:33]=[CH:32][CH:31]=[CH:30][CH:29]=2)[C@@H:15]([O:39][CH2:16][C:20]2[CH:25]=[CH:24][CH:23]=[CH:22][CH:21]=2)[C@@:16]([C:20]2[CH:25]=[CH:24][C:23]([Cl:26])=[C:22]([CH2:27][C:28]3[CH:29]=[CH:30][C:31]([O:34][CH2:35][CH:36]([F:38])[F:37])=[CH:32][CH:33]=3)[CH:21]=2)([O:18][CH3:19])[O:17][C@@H:12]1[CH2:11][O:10][Si:3]([C:6]([CH3:8])([CH3:9])[CH3:7])([CH3:5])[CH3:4])[C:43]1[CH:48]=[CH:47][CH:46]=[CH:45][CH:44]=1, predict the reactants needed to synthesize it. The reactants are: [H-].[Na+].[Si:3]([O:10][CH2:11][C@H:12]1[O:17][C@:16]([C:20]2[CH:25]=[CH:24][C:23]([Cl:26])=[C:22]([CH2:27][C:28]3[CH:33]=[CH:32][C:31]([O:34][CH2:35][CH:36]([F:38])[F:37])=[CH:30][CH:29]=3)[CH:21]=2)([O:18][CH3:19])[C@H:15]([OH:39])[C@@H:14]([OH:40])[C@@H:13]1[OH:41])([C:6]([CH3:9])([CH3:8])[CH3:7])([CH3:5])[CH3:4].[CH2:42](Br)[C:43]1[CH:48]=[CH:47][CH:46]=[CH:45][CH:44]=1. (2) Given the product [CH3:1][O:2][C:3]1[N:8]=[CH:7][C:6]([NH:9][C:10]2[C:17]([C:18]3[N:26]=[C:25]([CH3:27])[N:24]=[C:23]4[C:19]=3[N:20]=[CH:21][NH:22]4)=[CH:16][C:13]([CH2:14][NH:34][C:35]3[CH:40]=[CH:39][CH:38]=[CH:37][CH:36]=3)=[CH:12][N:11]=2)=[CH:5][CH:4]=1, predict the reactants needed to synthesize it. The reactants are: [CH3:1][O:2][C:3]1[N:8]=[CH:7][C:6]([NH:9][C:10]2[C:17]([C:18]3[N:26]=[C:25]([CH3:27])[N:24]=[C:23]4[C:19]=3[N:20]=[CH:21][N:22]4C3CCCCO3)=[CH:16][C:13]([CH:14]=O)=[CH:12][N:11]=2)=[CH:5][CH:4]=1.[NH2:34][C:35]1[CH:40]=[CH:39][CH:38]=[CH:37][CH:36]=1.[BH4-].[Na+].Cl. (3) Given the product [CH3:1][O:2][C:3]1[C:12]([NH:13][C:14]([N:31]2[CH2:32][CH2:33][N:28]([C:24]3[CH:25]=[CH:26][CH:27]=[C:22]([CH3:21])[CH:23]=3)[CH2:29][CH2:30]2)=[O:18])=[N:11][C:10]2[C:5](=[CH:6][C:7]([CH3:20])=[C:8]([CH3:19])[CH:9]=2)[N:4]=1, predict the reactants needed to synthesize it. The reactants are: [CH3:1][O:2][C:3]1[C:12]([NH:13][C:14](=[O:18])OCC)=[N:11][C:10]2[C:5](=[CH:6][C:7]([CH3:20])=[C:8]([CH3:19])[CH:9]=2)[N:4]=1.[CH3:21][C:22]1[CH:23]=[C:24]([N:28]2[CH2:33][CH2:32][NH:31][CH2:30][CH2:29]2)[CH:25]=[CH:26][CH:27]=1. (4) Given the product [F:1][C:2]([F:35])([F:34])[C:3]1[CH:4]=[C:5]([C@H:13]([O:15][C@@H:16]2[C@@H:21]([C:22]3[CH:27]=[CH:26][C:25]([F:28])=[CH:24][CH:23]=3)[CH2:20][N:19]3[C:29]([CH:32]4[NH:40][C:44](=[O:45])[CH2:43][CH2:42]4)=[N:30][N:31]=[C:18]3[CH2:17]2)[CH3:14])[CH:6]=[C:7]([C:9]([F:12])([F:11])[F:10])[CH:8]=1, predict the reactants needed to synthesize it. The reactants are: [F:1][C:2]([F:35])([F:34])[C:3]1[CH:4]=[C:5]([C@H:13]([O:15][C@@H:16]2[C@@H:21]([C:22]3[CH:27]=[CH:26][C:25]([F:28])=[CH:24][CH:23]=3)[CH2:20][N:19]3[C:29]([CH2:32]Cl)=[N:30][N:31]=[C:18]3[CH2:17]2)[CH3:14])[CH:6]=[C:7]([C:9]([F:12])([F:11])[F:10])[CH:8]=1.C(Cl)CCl.[NH:40]1[C:44](=[O:45])[CH2:43][CH2:42][C@H]1C(O)=O. (5) Given the product [F:1][C:2]1[CH:3]=[C:4]([C@H:9]2[CH2:13][O:12][C:11](=[O:14])[N:10]2[C:15]2[CH:20]=[CH:19][N:18]3[N:21]=[CH:22][C:23]([C:24]4[CH:29]=[CH:28][C:27]([C:30]5[N:34]=[CH:33][NH:32][N:31]=5)=[C:26]([F:43])[CH:25]=4)=[C:17]3[N:16]=2)[CH:5]=[CH:6][C:7]=1[F:8], predict the reactants needed to synthesize it. The reactants are: [F:1][C:2]1[CH:3]=[C:4]([C@H:9]2[CH2:13][O:12][C:11](=[O:14])[N:10]2[C:15]2[CH:20]=[CH:19][N:18]3[N:21]=[CH:22][C:23]([C:24]4[CH:29]=[CH:28][C:27]([C:30]5[N:34]=[CH:33][N:32](COCC[Si](C)(C)C)[N:31]=5)=[C:26]([F:43])[CH:25]=4)=[C:17]3[N:16]=2)[CH:5]=[CH:6][C:7]=1[F:8].FC1C=C([C@H]2COC(=O)N2C2C=CN3N=CC(C4C=CC(C5N(COCC[Si](C)(C)C)N=CN=5)=C(F)C=4)=C3N=2)C=CC=1F. (6) Given the product [OH:1][CH2:2][CH:3]1[CH:8]([NH:9][C:10](=[O:16])[O:11][C:12]([CH3:14])([CH3:13])[CH3:15])[CH2:7][CH2:6][CH2:5][NH:4]1, predict the reactants needed to synthesize it. The reactants are: [OH:1][CH2:2][C:3]1[C:8]([NH:9][C:10](=[O:16])[O:11][C:12]([CH3:15])([CH3:14])[CH3:13])=[CH:7][CH:6]=[CH:5][N:4]=1.CCO. (7) Given the product [C:10]([O:14][C:15]([N:17]1[CH2:22][CH2:21][C:20]([NH:24][CH2:26][C:27]([N:29]2[CH2:33][CH2:32][CH2:31][C@H:30]2[C:34]#[N:35])=[O:28])([CH3:23])[CH2:19][CH2:18]1)=[O:16])([CH3:13])([CH3:11])[CH3:12], predict the reactants needed to synthesize it. The reactants are: C(N(CC)C(C)C)(C)C.[C:10]([O:14][C:15]([N:17]1[CH2:22][CH2:21][C:20]([NH2:24])([CH3:23])[CH2:19][CH2:18]1)=[O:16])([CH3:13])([CH3:12])[CH3:11].Cl[CH2:26][C:27]([N:29]1[CH2:33][CH2:32][CH2:31][C@H:30]1[C:34]#[N:35])=[O:28].O. (8) The reactants are: C(O[C:4](=[O:21])[C:5](=[N:11][NH:12][C:13](=[O:20])[CH2:14][C:15]([O:17][CH2:18][CH3:19])=[O:16])[CH2:6][C:7]([CH3:10])([CH3:9])[CH3:8])C.CC([O-])=O.[Na+]. Given the product [CH2:18]([O:17][C:15]([C:14]1[C:13](=[O:20])[NH:12][N:11]=[C:5]([CH2:6][C:7]([CH3:8])([CH3:9])[CH3:10])[C:4]=1[OH:21])=[O:16])[CH3:19], predict the reactants needed to synthesize it.